Dataset: Reaction yield outcomes from USPTO patents with 853,638 reactions. Task: Predict the reaction yield, written as a fraction of the theoretical maximum amount of product (1.0 means a 100% yield; for example, 0.34 means a 34% yield). (1) The reactants are [Cl:1][C:2]1[CH:3]=[C:4]([CH:20]=[CH:21][C:22]=1[C:23]([N:25]1[CH2:29][CH2:28][CH2:27][CH:26]1[CH2:30][CH2:31][C:32]([O:34]CC)=[O:33])=[O:24])[C:5]([NH:7][C@H:8]([C:10]1[NH:14][C:13]2[CH:15]=[CH:16][C:17]([Cl:19])=[CH:18][C:12]=2[N:11]=1)[CH3:9])=[O:6].[OH-].[Li+].CO.ClCl. The catalyst is O1CCCC1. The product is [Cl:1][C:2]1[CH:3]=[C:4]([CH:20]=[CH:21][C:22]=1[C:23]([N:25]1[CH2:29][CH2:28][CH2:27][CH:26]1[CH2:30][CH2:31][C:32]([OH:34])=[O:33])=[O:24])[C:5]([NH:7][C@H:8]([C:10]1[NH:14][C:13]2[CH:15]=[CH:16][C:17]([Cl:19])=[CH:18][C:12]=2[N:11]=1)[CH3:9])=[O:6]. The yield is 0.230. (2) The reactants are [F:1][C:2]1[CH:3]=[C:4]2[C:9](=[CH:10][CH:11]=1)[N:8]=[C:7]([C:12]1[CH:17]=[CH:16][CH:15]=[CH:14][C:13]=1[OH:18])[N:6]=[C:5]2[N:19]1[CH2:24][CH2:23][NH:22][CH2:21][CH2:20]1.C(N(CC)CC)C.[OH:32][C@H:33]([CH2:37][C:38]([CH3:41])([CH3:40])[CH3:39])[C:34](O)=[O:35].CN(C(ON1N=NC2C=CC=NC1=2)=[N+](C)C)C.F[P-](F)(F)(F)(F)F. The catalyst is C(Cl)Cl. The product is [F:1][C:2]1[CH:3]=[C:4]2[C:9](=[CH:10][CH:11]=1)[N:8]=[C:7]([C:12]1[CH:17]=[CH:16][CH:15]=[CH:14][C:13]=1[OH:18])[N:6]=[C:5]2[N:19]1[CH2:20][CH2:21][N:22]([C:34](=[O:35])[C@H:33]([OH:32])[CH2:37][C:38]([CH3:41])([CH3:40])[CH3:39])[CH2:23][CH2:24]1. The yield is 0.860. (3) The reactants are Br[C:2]1[CH:7]=[CH:6][CH:5]=[C:4]([F:8])[C:3]=1[C:9]1[O:10][CH:11]=[CH:12][N:13]=1.CCN(CC)CC.C[OH:22].O1C[CH2:27][O:26][CH2:25]C1.N#N. The catalyst is CCOC(C)=O.CC([O-])=O.CC([O-])=O.[Pd+2].C1(P(C2C=CC=CC=2)[C-]2C=CC=C2)C=CC=CC=1.[C-]1(P(C2C=CC=CC=2)C2C=CC=CC=2)C=CC=C1.[Fe+2]. The product is [F:8][C:4]1[C:3]([C:9]2[O:10][CH:11]=[CH:12][N:13]=2)=[C:2]([CH:7]=[CH:6][CH:5]=1)[C:27]([O:26][CH3:25])=[O:22]. The yield is 0.830. (4) The yield is 0.120. The catalyst is FC(F)(F)C(O)=O.C1COCC1. The reactants are [Cl:1][C:2]1[CH:3]=[C:4]2[C:8](=[CH:9][CH:10]=1)[NH:7][C:6]([C:11]([NH:13][NH:14][C:15](=[O:26])[CH2:16][CH2:17][NH:18][C:19](=O)[O:20]C(C)(C)C)=[O:12])=[CH:5]2.C(N(CC)CC)C.C(N1C=CN=C1)(N1C=CN=C1)=O. The product is [O:20]=[C:19]1[N:14]([NH:13][C:11]([C:6]2[NH:7][C:8]3[C:4]([CH:5]=2)=[CH:3][C:2]([Cl:1])=[CH:10][CH:9]=3)=[O:12])[C:15](=[O:26])[CH2:16][CH2:17][NH:18]1. (5) The reactants are C(NC(C)C)(C)C.C([Li])CCC.[I:13][C:14]1[CH:19]=[CH:18][C:17]([CH2:20][C:21]([OH:23])=[O:22])=[CH:16][CH:15]=1.I[CH2:25][CH:26]1[CH2:30][CH2:29][CH2:28][CH2:27]1. The catalyst is O1CCCC1.CN1CCCN(C)C1=O. The product is [CH:26]1([CH2:25][CH:20]([C:17]2[CH:16]=[CH:15][C:14]([I:13])=[CH:19][CH:18]=2)[C:21]([OH:23])=[O:22])[CH2:30][CH2:29][CH2:28][CH2:27]1. The yield is 0.578. (6) The reactants are Cl[C:2]1[N:7]=[C:6]([CH3:8])[C:5]([CH:9]=[O:10])=[CH:4][CH:3]=1.[CH3:11][O:12][C:13](=[O:22])[CH2:14][C:15]1[CH:20]=[CH:19][CH:18]=[C:17]([OH:21])[CH:16]=1.C([O-])([O-])=O.[K+].[K+]. The yield is 0.460. The catalyst is CN(C=O)C. The product is [CH3:11][O:12][C:13](=[O:22])[CH2:14][C:15]1[CH:20]=[CH:19][CH:18]=[C:17]([O:21][C:2]2[CH:3]=[CH:4][C:5]([CH:9]=[O:10])=[C:6]([CH3:8])[N:7]=2)[CH:16]=1. (7) The reactants are Cl[C:2]1[C:11]2[C:6](=[CH:7][CH:8]=[C:9]([Cl:12])[N:10]=2)[N:5]=[CH:4][C:3]=1[C:13](=[O:17])[CH:14]([CH3:16])[CH3:15].[CH3:18][N:19]([CH2:21][C@H:22]1[CH2:27][CH2:26][C@H:25]([NH2:28])[CH2:24][CH2:23]1)[CH3:20]. No catalyst specified. The product is [Cl:12][C:9]1[N:10]=[C:11]2[C:6](=[CH:7][CH:8]=1)[N:5]=[CH:4][C:3]([C:13](=[O:17])[CH:14]([CH3:16])[CH3:15])=[C:2]2[NH:28][CH:25]1[CH2:26][CH2:27][CH:22]([CH2:21][N:19]([CH3:20])[CH3:18])[CH2:23][CH2:24]1. The yield is 0.890.